From a dataset of Full USPTO retrosynthesis dataset with 1.9M reactions from patents (1976-2016). Predict the reactants needed to synthesize the given product. (1) Given the product [Cl:9][C:10]1[S:14][C:13]([S:15]([NH:18][C:19]2[C:24]([O:8][CH2:7][C:3]3[CH:2]=[N:1][CH:6]=[CH:5][CH:4]=3)=[N:23][C:22]([CH3:26])=[CH:21][N:20]=2)(=[O:16])=[O:17])=[CH:12][CH:11]=1, predict the reactants needed to synthesize it. The reactants are: [N:1]1[CH:6]=[CH:5][CH:4]=[C:3]([CH2:7][OH:8])[CH:2]=1.[Cl:9][C:10]1[S:14][C:13]([S:15]([NH:18][C:19]2[C:24](Br)=[N:23][C:22]([CH3:26])=[CH:21][N:20]=2)(=[O:17])=[O:16])=[CH:12][CH:11]=1. (2) Given the product [CH3:38][O:37][CH2:36][C@@H:34]1[CH2:35][N:31]([C:29]([O:28][C:24]([CH3:27])([CH3:25])[CH3:26])=[O:30])[CH:32]([C:39]([O:41][CH2:2][C:3](=[O:4])[C:5]2[CH:6]=[CH:7][C:8]3[C:17]4[CH:16]=[C:15]5[CH2:18][CH2:19][CH2:20][C:21](=[O:22])[C:14]5=[CH:13][C:12]=4[O:11][CH2:10][C:9]=3[CH:23]=2)=[O:40])[CH2:33]1, predict the reactants needed to synthesize it. The reactants are: Br[CH2:2][C:3]([C:5]1[CH:6]=[CH:7][C:8]2[C:17]3[CH:16]=[C:15]4[CH2:18][CH2:19][CH2:20][C:21](=[O:22])[C:14]4=[CH:13][C:12]=3[O:11][CH2:10][C:9]=2[CH:23]=1)=[O:4].[C:24]([O:28][C:29]([N:31]1[CH2:35][C@@H:34]([CH2:36][O:37][CH3:38])[CH2:33][C@H:32]1[C:39]([OH:41])=[O:40])=[O:30])([CH3:27])([CH3:26])[CH3:25].C([O-])([O-])=O.[Cs+].[Cs+]. (3) Given the product [Br:1][C:2]1[C:10]([O:11][CH3:12])=[CH:9][C:5]([C:6]([Cl:23])=[O:7])=[CH:4][C:3]=1[O:13][CH3:14], predict the reactants needed to synthesize it. The reactants are: [Br:1][C:2]1[C:10]([O:11][CH3:12])=[CH:9][C:5]([C:6](O)=[O:7])=[CH:4][C:3]=1[O:13][CH3:14].CN(C)C=O.C(Cl)(=O)C([Cl:23])=O. (4) The reactants are: [CH2:1]([N:3]1[C:7]2=[N:8][C:9]([CH2:33][CH3:34])=[C:10]([CH2:19][NH:20][C:21](=[O:32])[C:22]3[CH:27]=[CH:26][CH:25]=[C:24](CC(=O)C)[CH:23]=3)[C:11]([NH:12][CH:13]3[CH2:18][CH2:17][O:16][CH2:15][CH2:14]3)=[C:6]2[CH:5]=[N:4]1)[CH3:2].[CH:35](C1C=C(C=CC=1)C(O)=O)=[O:36]. Given the product [CH2:1]([N:3]1[C:7]2=[N:8][C:9]([CH2:33][CH3:34])=[C:10]([CH2:19][NH:20][C:21](=[O:32])[C:22]3[CH:27]=[CH:26][CH:25]=[C:24]([CH:35]=[O:36])[CH:23]=3)[C:11]([NH:12][CH:13]3[CH2:14][CH2:15][O:16][CH2:17][CH2:18]3)=[C:6]2[CH:5]=[N:4]1)[CH3:2], predict the reactants needed to synthesize it. (5) Given the product [CH2:33]([C:25]1[N:24]([C:13]2[N:12]=[C:11]3[C:16]([N:17]=[C:9]([CH2:8][N:3]4[CH2:4][CH2:5][N:6]([C:37](=[O:41])[C@@H:38]([OH:39])[CH3:40])[CH2:7][C:2]4([CH3:1])[CH3:36])[N:10]3[CH3:35])=[C:15]([N:18]3[CH2:23][CH2:22][O:21][CH2:20][CH2:19]3)[N:14]=2)[C:28]2[CH:29]=[CH:30][CH:31]=[CH:32][C:27]=2[N:26]=1)[CH3:34], predict the reactants needed to synthesize it. The reactants are: [CH3:1][C:2]1([CH3:36])[CH2:7][NH:6][CH2:5][CH2:4][N:3]1[CH2:8][C:9]1[N:10]([CH3:35])[C:11]2[C:16]([N:17]=1)=[C:15]([N:18]1[CH2:23][CH2:22][O:21][CH2:20][CH2:19]1)[N:14]=[C:13]([N:24]1[C:28]3[CH:29]=[CH:30][CH:31]=[CH:32][C:27]=3[N:26]=[C:25]1[CH2:33][CH3:34])[N:12]=2.[C:37](O)(=[O:41])[C@H:38]([CH3:40])[OH:39].CN(C(ON1N=NC2C=CC=NC1=2)=[N+](C)C)C.F[P-](F)(F)(F)(F)F.CCN(C(C)C)C(C)C. (6) Given the product [NH2:1][CH:2]([C:14]1[S:15][C:16]([Br:19])=[CH:17][N:18]=1)[C@H:3]1[CH2:8][CH2:7][C@H:6]([C:9]([OH:11])=[O:10])[CH2:5][CH2:4]1, predict the reactants needed to synthesize it. The reactants are: [NH2:1][CH:2]([C:14]1[S:15][C:16]([Br:19])=[CH:17][N:18]=1)[C@H:3]1[CH2:8][CH2:7][C@H:6]([C:9]([O:11]CC)=[O:10])[CH2:5][CH2:4]1.[OH-].[Na+].C(O)(C(F)(F)F)=O.